Dataset: Peptide-MHC class I binding affinity with 185,985 pairs from IEDB/IMGT. Task: Regression. Given a peptide amino acid sequence and an MHC pseudo amino acid sequence, predict their binding affinity value. This is MHC class I binding data. (1) The peptide sequence is YECTSRHFT. The MHC is HLA-B15:17 with pseudo-sequence HLA-B15:17. The binding affinity (normalized) is 0.0847. (2) The peptide sequence is NGAVAVLKY. The MHC is HLA-A29:02 with pseudo-sequence HLA-A29:02. The binding affinity (normalized) is 0.396. (3) The peptide sequence is EIDVSEVKTL. The binding affinity (normalized) is 0.214. The MHC is HLA-A02:02 with pseudo-sequence HLA-A02:02. (4) The peptide sequence is MTLDDLAIK. The MHC is HLA-A68:01 with pseudo-sequence HLA-A68:01. The binding affinity (normalized) is 0.659. (5) The peptide sequence is YGIYCTLYV. The MHC is Mamu-B3901 with pseudo-sequence Mamu-B3901. The binding affinity (normalized) is 0.402.